Dataset: Full USPTO retrosynthesis dataset with 1.9M reactions from patents (1976-2016). Task: Predict the reactants needed to synthesize the given product. (1) Given the product [CH2:26]([O:28][C:29]1[C:37]2[C:32](=[N:33][CH:34]=[N:35][C:36]=2[NH:38][C:17](=[O:25])[NH:16][C:3]2[C:2]([F:1])=[C:7]([NH:8][S:9]([CH2:12][CH2:13][CH3:14])(=[O:10])=[O:11])[CH:6]=[CH:5][C:4]=2[F:15])[NH:31][N:30]=1)[CH3:27], predict the reactants needed to synthesize it. The reactants are: [F:1][C:2]1[C:7]([NH:8][S:9]([CH2:12][CH2:13][CH3:14])(=[O:11])=[O:10])=[CH:6][CH:5]=[C:4]([F:15])[C:3]=1[NH:16][C:17](=[O:25])OC1C=CC=CC=1.[CH2:26]([O:28][C:29]1[C:37]2[C:32](=[N:33][CH:34]=[N:35][C:36]=2[NH2:38])[NH:31][N:30]=1)[CH3:27]. (2) The reactants are: [OH:1][C:2]1[CH:11]=[C:10]([OH:12])[CH:9]=[CH:8][C:3]=1[C:4]([O:6][CH3:7])=[O:5].I[CH:14]([CH3:16])[CH3:15]. Given the product [OH:1][C:2]1[CH:11]=[C:10]([O:12][CH:14]([CH3:16])[CH3:15])[CH:9]=[CH:8][C:3]=1[C:4]([O:6][CH3:7])=[O:5].[OH:12][C:10]1[CH:9]=[CH:8][C:3]([C:4]([O:6][CH3:7])=[O:5])=[C:2]([O:1][CH:14]([CH3:16])[CH3:15])[CH:11]=1, predict the reactants needed to synthesize it. (3) Given the product [ClH:2].[Cl:2][C:3]1[CH:11]=[C:10]([O:12][CH2:13][CH2:14][CH2:15][N:16]2[CH2:21][CH2:20][CH2:19][CH2:18][CH2:17]2)[CH:9]=[CH:8][C:4]=1[C:5]([Cl:1])=[O:6], predict the reactants needed to synthesize it. The reactants are: [ClH:1].[Cl:2][C:3]1[CH:11]=[C:10]([O:12][CH2:13][CH2:14][CH2:15][N:16]2[CH2:21][CH2:20][CH2:19][CH2:18][CH2:17]2)[CH:9]=[CH:8][C:4]=1[C:5](O)=[O:6].